Dataset: Forward reaction prediction with 1.9M reactions from USPTO patents (1976-2016). Task: Predict the product of the given reaction. (1) Given the reactants [F:1][C:2]1[CH:7]=[CH:6][C:5]([C:8](=[O:10])[CH3:9])=[C:4]([OH:11])[CH:3]=1.CO[CH:14](OC)[N:15]([CH3:17])[CH3:16], predict the reaction product. The product is: [CH3:14][N:15]([CH3:17])/[CH:16]=[CH:9]/[C:8]([C:5]1[CH:6]=[CH:7][C:2]([F:1])=[CH:3][C:4]=1[OH:11])=[O:10]. (2) Given the reactants [N+:1]([C:4]1[CH:5]=[C:6]([OH:12])[C:7]([O:10][CH3:11])=[CH:8][CH:9]=1)([O-:3])=[O:2].[K].BrC[C:16]([CH:18]1[CH2:20][CH2:19]1)=[O:17].[CH3:21]N(C=O)C, predict the reaction product. The product is: [CH:18]1([C:16](=[O:17])[CH2:11][O:10][C:7]2[CH:8]=[CH:9][C:4]([N+:1]([O-:3])=[O:2])=[CH:5][C:6]=2[O:12][CH3:21])[CH2:20][CH2:19]1. (3) Given the reactants Cl.Cl[CH2:3][CH2:4][NH:5][CH2:6][CH2:7]Cl.[CH2:9]([O:11][C:12](=[O:20])[C:13]1[CH:18]=[CH:17][C:16]([NH2:19])=[CH:15][CH:14]=1)[CH3:10].C(=O)([O-])[O-].[K+].[K+], predict the reaction product. The product is: [CH2:9]([O:11][C:12](=[O:20])[C:13]1[CH:18]=[CH:17][C:16]([N:19]2[CH2:7][CH2:6][NH:5][CH2:4][CH2:3]2)=[CH:15][CH:14]=1)[CH3:10]. (4) Given the reactants [CH:1]1([N:5]2[CH2:11][C:10]([F:13])([F:12])[C:9](=[O:14])[N:8]([CH3:15])[C:7]3[CH:16]=[N:17][C:18]([NH:20][C:21]4[CH:29]=[CH:28][C:24]([C:25]([OH:27])=O)=[CH:23][C:22]=4[O:30][CH3:31])=[N:19][C:6]2=3)[CH2:4][CH2:3][CH2:2]1.C([N:34](CC)CC)C.F[P-](F)(F)(F)(F)F.CN(C(N(C)C)=[N+]1C2C(=NC=CC=2)[N+]([O-])=N1)C.[Cl-].[NH4+], predict the reaction product. The product is: [CH:1]1([N:5]2[CH2:11][C:10]([F:13])([F:12])[C:9](=[O:14])[N:8]([CH3:15])[C:7]3[CH:16]=[N:17][C:18]([NH:20][C:21]4[CH:29]=[CH:28][C:24]([C:25]([NH2:34])=[O:27])=[CH:23][C:22]=4[O:30][CH3:31])=[N:19][C:6]2=3)[CH2:4][CH2:3][CH2:2]1. (5) Given the reactants COC1C=CC(C[CH:8]([S:36]([NH2:39])(=[O:38])=[O:37])[CH2:9][CH2:10][CH2:11][N:12]2[C:24]3[C:23]4[CH:22]=[CH:21][C:20]([C:25]5[CH:26]=[N:27][CH:28]=[CH:29][CH:30]=5)=[CH:19][C:18]=4[N:17]=[C:16]([NH2:31])[C:15]=3[N:14]=[C:13]2[CH2:32][O:33][CH2:34][CH3:35])=CC=1, predict the reaction product. The product is: [NH2:31][C:16]1[C:15]2[N:14]=[C:13]([CH2:32][O:33][CH2:34][CH3:35])[N:12]([CH2:11][CH2:10][CH2:9][CH2:8][S:36]([NH2:39])(=[O:38])=[O:37])[C:24]=2[C:23]2[CH:22]=[CH:21][C:20]([C:25]3[CH:26]=[N:27][CH:28]=[CH:29][CH:30]=3)=[CH:19][C:18]=2[N:17]=1. (6) Given the reactants [F:1][C:2]1[CH:26]=[CH:25][CH:24]=[C:23]([F:27])[C:3]=1[C:4]([NH:6][C:7](=[O:22])[N:8]([C:10]1[CH:15]=[CH:14][C:13]([S:16][C:17]([F:20])([F:19])[F:18])=[CH:12][C:11]=1[F:21])[CH3:9])=[O:5].[H-].[Na+].[C:30](Cl)(=[O:33])[O:31][CH3:32], predict the reaction product. The product is: [F:1][C:2]1[CH:26]=[CH:25][CH:24]=[C:23]([F:27])[C:3]=1[C:4]([N:6]([C:30]([O:31][CH3:32])=[O:33])[C:7]([N:8]([C:10]1[CH:15]=[CH:14][C:13]([S:16][C:17]([F:20])([F:19])[F:18])=[CH:12][C:11]=1[F:21])[CH3:9])=[O:22])=[O:5]. (7) Given the reactants [C:1]1([N:7]2[C:11]3=[N:12][CH:13]=[CH:14][CH:15]=[C:10]3[N:9]=[C:8]2[C@@H:16]([NH2:18])[CH3:17])[CH:6]=[CH:5][CH:4]=[CH:3][CH:2]=1.[NH2:19][C:20]1[C:25]([C:26]#[N:27])=[C:24](Cl)[N:23]=[CH:22][N:21]=1.CCN(C(C)C)C(C)C, predict the reaction product. The product is: [NH2:19][C:20]1[C:25]([C:26]#[N:27])=[C:24]([NH:18][CH:16]([C:8]2[N:7]([C:1]3[CH:2]=[CH:3][CH:4]=[CH:5][CH:6]=3)[C:11]3=[N:12][CH:13]=[CH:14][CH:15]=[C:10]3[N:9]=2)[CH3:17])[N:23]=[CH:22][N:21]=1. (8) Given the reactants [CH:1](=O)[C:2]1[CH:7]=[CH:6][CH:5]=[N:4][CH:3]=1.[CH3:9][O:10][C:11]1[N:16]=[C:15]([NH2:17])[CH:14]=[N:13][CH:12]=1, predict the reaction product. The product is: [CH3:9][O:10][C:11]1[N:16]=[C:15]([N:17]=[CH:1][C:2]2[CH:3]=[N:4][CH:5]=[CH:6][CH:7]=2)[CH:14]=[N:13][CH:12]=1. (9) Given the reactants [CH3:1][S-:2].[Na+].F[C:5]1[CH:10]=[CH:9][C:8]([C:11](=[O:13])[CH3:12])=[C:7]([O:14][CH3:15])[CH:6]=1.Cl, predict the reaction product. The product is: [CH3:15][O:14][C:7]1[CH:6]=[C:5]([S:2][CH3:1])[CH:10]=[CH:9][C:8]=1[C:11](=[O:13])[CH3:12].